Dataset: Reaction yield outcomes from USPTO patents with 853,638 reactions. Task: Predict the reaction yield, written as a fraction of the theoretical maximum amount of product (1.0 means a 100% yield; for example, 0.34 means a 34% yield). (1) The reactants are [NH2:1][C:2]1[CH:3]=[C:4]([S:9]([N:12]2[CH2:16][CH2:15][CH2:14][C@@H:13]2[CH2:17][CH2:18][OH:19])(=[O:11])=[O:10])[CH:5]=[CH:6][C:7]=1[CH3:8].[N:20]([O-])=O.[Na+].[OH-].[Na+]. The catalyst is C(O)(=O)C.O.C(OCC)(=O)C.CCCCCC. The product is [NH:1]1[C:2]2[C:7](=[CH:6][CH:5]=[C:4]([S:9]([N:12]3[CH2:16][CH2:15][CH2:14][C@@H:13]3[CH2:17][CH2:18][OH:19])(=[O:11])=[O:10])[CH:3]=2)[CH:8]=[N:20]1. The yield is 0.710. (2) The reactants are [Cl:1][C:2]1[N:3](/[N:13]=C/C2C=CC(Cl)=CC=2)[CH:4]=[C:5]([C:7]2[CH:8]=[N:9][CH:10]=[CH:11][CH:12]=2)[N:6]=1.O.NN. The catalyst is COCCO. The product is [Cl:1][C:2]1[N:3]([NH2:13])[CH:4]=[C:5]([C:7]2[CH:8]=[N:9][CH:10]=[CH:11][CH:12]=2)[N:6]=1. The yield is 0.780. (3) The reactants are [Cl:1][C:2]1[C:3]([CH3:7])=[N:4][NH:5][CH:6]=1.[P:8](=[O:12])([OH:11])([OH:10])[OH:9]. The catalyst is O. The product is [P:8]([O-:12])([OH:11])([OH:10])=[O:9].[Cl:1][C:2]1[CH:6]=[NH+:5][NH:4][C:3]=1[CH3:7]. The yield is 0.980. (4) The reactants are [N+:1]([C:4]1[CH:9]=[CH:8][C:7]([OH:10])=[CH:6][CH:5]=1)([O-:3])=[O:2].C([O-])([O-])=O.[K+].[K+].Cl[CH2:18][C:19]([O:21][CH3:22])=[O:20]. The catalyst is CC(C)=O. The product is [CH3:22][O:21][C:19](=[O:20])[CH2:18][O:10][C:7]1[CH:8]=[CH:9][C:4]([N+:1]([O-:3])=[O:2])=[CH:5][CH:6]=1. The yield is 0.725. (5) The reactants are [C:1]([O:5][C:6]([N:8]1[CH2:13][CH2:12][O:11][C@H:10]([CH2:14][C:15]2[CH:20]=[CH:19][CH:18]=[C:17](Br)[CH:16]=2)[CH2:9]1)=[O:7])([CH3:4])([CH3:3])[CH3:2].COCCOC.[Cl:28][C:29]1[CH:34]=[CH:33][C:32](B(O)O)=[CH:31][N:30]=1.C(=O)(O)[O-].[Na+].C(=O)([O-])[O-].[K+].[K+]. The catalyst is O. The product is [C:1]([O:5][C:6]([N:8]1[CH2:13][CH2:12][O:11][C@H:10]([CH2:14][C:15]2[CH:20]=[CH:19][CH:18]=[C:17]([C:32]3[CH:31]=[N:30][C:29]([Cl:28])=[CH:34][CH:33]=3)[CH:16]=2)[CH2:9]1)=[O:7])([CH3:4])([CH3:3])[CH3:2]. The yield is 0.350. (6) The reactants are C[O:2][C:3]([C:5]1[CH:10]=[N:9][C:8]([N:11]2[CH2:14][C:13]([F:16])([F:15])[CH2:12]2)=[C:7]([Br:17])[N:6]=1)=[O:4].[OH-].[Li+]. The catalyst is C1COCC1.O. The product is [Br:17][C:7]1[N:6]=[C:5]([C:3]([OH:4])=[O:2])[CH:10]=[N:9][C:8]=1[N:11]1[CH2:12][C:13]([F:16])([F:15])[CH2:14]1. The yield is 0.702.